From a dataset of Reaction yield outcomes from USPTO patents with 853,638 reactions. Predict the reaction yield, written as a fraction of the theoretical maximum amount of product (1.0 means a 100% yield; for example, 0.34 means a 34% yield). (1) The reactants are [C:1]([O:5][C:6]([N:8]1[CH2:12][C:11]([F:14])([F:13])[CH2:10][C@H:9]1[C:15](O)=[O:16])=[O:7])([CH3:4])([CH3:3])[CH3:2].B.C1COCC1. The catalyst is C1COCC1. The product is [F:14][C:11]1([F:13])[CH2:12][N:8]([C:6]([O:5][C:1]([CH3:2])([CH3:3])[CH3:4])=[O:7])[C@H:9]([CH2:15][OH:16])[CH2:10]1. The yield is 0.740. (2) The reactants are [CH2:1]([C:13]1[CH:18]=[C:17]([CH2:19][CH3:20])[C:16]([NH2:21])=[C:15]([CH2:22][CH3:23])[CH:14]=1)[C:2]1[CH:7]=[C:6]([CH2:8][CH3:9])[C:5]([NH2:10])=[C:4]([CH2:11][CH3:12])[CH:3]=1.[CH2:24]([C:26]([CH3:28])=O)[CH3:25]. The catalyst is [Pt].O1CCCC1. The product is [CH:24]([NH:21][C:16]1[C:17]([CH2:19][CH3:20])=[CH:18][C:13]([CH2:1][C:2]2[CH:7]=[C:6]([CH2:8][CH3:9])[C:5]([NH:10][CH:1]([CH2:2][CH3:3])[CH3:13])=[C:4]([CH2:11][CH3:12])[CH:3]=2)=[CH:14][C:15]=1[CH2:22][CH3:23])([CH2:26][CH3:28])[CH3:25]. The yield is 0.860. (3) The reactants are [CH3:1][Si](C=[N+]=[N-])(C)C.[C:8]([O:12][C:13]([N:15]1[CH2:34][CH2:33][C:18]2([N:22]=[C:21]([C:23]3[CH:28]=[CH:27][CH:26]=[C:25]([C:29]([OH:31])=[O:30])[CH:24]=3)[NH:20][C:19]2=[O:32])[CH2:17][CH2:16]1)=[O:14])([CH3:11])([CH3:10])[CH3:9]. The catalyst is CO. The product is [C:8]([O:12][C:13]([N:15]1[CH2:16][CH2:17][C:18]2([N:22]=[C:21]([C:23]3[CH:28]=[CH:27][CH:26]=[C:25]([C:29]([O:31][CH3:1])=[O:30])[CH:24]=3)[NH:20][C:19]2=[O:32])[CH2:33][CH2:34]1)=[O:14])([CH3:11])([CH3:9])[CH3:10]. The yield is 0.440. (4) The reactants are C1(P(C2C=CC=CC=2)C2C=CC=CC=2)C=CC=CC=1.CC(OC(/N=N/C(OC(C)C)=O)=O)C.[N:34]1[CH:39]=[CH:38][C:37]([C:40]2[C:44]3[C:45](=[O:49])[NH:46][CH:47]=[CH:48][C:43]=3[O:42][CH:41]=2)=[CH:36][CH:35]=1.[N:50]1[C:59]2[C:54](=[CH:55][CH:56]=[CH:57][CH:58]=2)[CH:53]=[CH:52][C:51]=1[CH2:60][CH2:61]O.Cl. The catalyst is C1COCC1.CC(=O)OCC. The product is [N:34]1[CH:35]=[CH:36][C:37]([C:40]2[C:44]3[C:45](=[O:49])[N:46]([CH2:61][CH2:60][C:51]4[CH:52]=[CH:53][C:54]5[C:59](=[CH:58][CH:57]=[CH:56][CH:55]=5)[N:50]=4)[CH:47]=[CH:48][C:43]=3[O:42][CH:41]=2)=[CH:38][CH:39]=1. The yield is 0.363. (5) The product is [N+:23]([C:17]1[C:18]([OH:19])=[N:13][C:11]([C:4]2[CH:3]=[N:2][N:6]3[CH:7]=[CH:8][N:9]=[CH:10][C:5]=23)=[N:12][CH:16]=1)([O-:25])=[O:24]. The catalyst is C(O)C. The yield is 0.660. The reactants are Cl.[N:2]1[N:6]2[CH:7]=[CH:8][N:9]=[CH:10][C:5]2=[C:4]([C:11](=[NH:13])[NH2:12])[CH:3]=1.CN(C)/[CH:16]=[C:17](\[N+:23]([O-:25])=[O:24])/[C:18](OCC)=[O:19].C(N(CC)CC)C. (6) The reactants are [Br:1][C:2]1[CH:3]=[CH:4][C:5]([Cl:16])=[C:6]([CH:15]=1)[CH2:7][C:8]1[CH:13]=[CH:12][C:11]([OH:14])=[CH:10][CH:9]=1.N1C=CN=C1.[C:22]([Si:26](Cl)([CH3:28])[CH3:27])([CH3:25])([CH3:24])[CH3:23]. The catalyst is CN(C)C=O.CN(C)C1C=CN=CC=1. The product is [Br:1][C:2]1[CH:3]=[CH:4][C:5]([Cl:16])=[C:6]([CH:15]=1)[CH2:7][C:8]1[CH:13]=[CH:12][C:11]([O:14][Si:26]([C:22]([CH3:25])([CH3:24])[CH3:23])([CH3:28])[CH3:27])=[CH:10][CH:9]=1. The yield is 0.990. (7) The reactants are [Cl:1][C:2]1[CH:3]=[C:4]([NH:17][C:18]2[C:27]3[C:22](=[CH:23][CH:24]=[C:25]([C:28]4[O:29][C:30]([CH:33]=O)=[CH:31][CH:32]=4)[CH:26]=3)[N:21]=[CH:20][N:19]=2)[CH:5]=[CH:6][C:7]=1[O:8][CH2:9][C:10]1[CH:15]=[CH:14][CH:13]=[C:12]([F:16])[CH:11]=1.[CH2:35]([NH2:37])[CH3:36].C(O[BH-](OC(=O)C)OC(=O)C)(=O)C.[Na+].C(=O)([O-])[O-].[Na+].[Na+]. The catalyst is O1CCCC1. The product is [Cl:1][C:2]1[CH:3]=[C:4]([NH:17][C:18]2[C:27]3[C:22](=[CH:23][CH:24]=[C:25]([C:28]4[O:29][C:30]([CH2:33][NH:37][CH2:35][CH3:36])=[CH:31][CH:32]=4)[CH:26]=3)[N:21]=[CH:20][N:19]=2)[CH:5]=[CH:6][C:7]=1[O:8][CH2:9][C:10]1[CH:15]=[CH:14][CH:13]=[C:12]([F:16])[CH:11]=1. The yield is 0.795.